Dataset: Forward reaction prediction with 1.9M reactions from USPTO patents (1976-2016). Task: Predict the product of the given reaction. (1) Given the reactants [F:1][C:2]1[C:7]2[N:8]=[N:9][S:10][C:6]=2[CH:5]=[C:4]([C:11]([O:13][CH3:14])=[O:12])[C:3]=1[NH:15][C:16]1[CH:21]=[CH:20][CH:19]=[CH:18][C:17]=1[F:22].C1C(=O)N([I:30])C(=O)C1, predict the reaction product. The product is: [F:1][C:2]1[C:7]2[N:8]=[N:9][S:10][C:6]=2[CH:5]=[C:4]([C:11]([O:13][CH3:14])=[O:12])[C:3]=1[NH:15][C:16]1[CH:21]=[CH:20][C:19]([I:30])=[CH:18][C:17]=1[F:22]. (2) The product is: [NH:20]=[C:19]([C:18]1[N:17]=[CH:16][N:13]2[C:14](=[O:15])[N:9]([CH3:8])[N:10]=[N:11][C:12]=12)[S:21][CH2:2][C:3](=[O:7])[C:4]([OH:6])=[O:5]. Given the reactants Br[CH2:2][C:3](=[O:7])[C:4]([OH:6])=[O:5].[CH3:8][N:9]1[C:14](=[O:15])[N:13]2[CH:16]=[N:17][C:18]([C:19](=[S:21])[NH2:20])=[C:12]2[N:11]=[N:10]1, predict the reaction product.